The task is: Predict the product of the given reaction.. This data is from Forward reaction prediction with 1.9M reactions from USPTO patents (1976-2016). (1) Given the reactants [NH2:1][C:2]1[CH:11]=[C:10](O)[C:9]2[C:4](=[CH:5][CH:6]=[C:7](Cl)[CH:8]=2)[N:3]=1.C1(C)C=CC=C[C:15]=1[C:20]1[CH:25]=[CH:24][CH:23]=[CH:22][C:21]=1B(O)O.[CH3:30][O:31][C:32]1[CH:39]=[CH:38][CH:37]=[CH:36][C:33]=1[CH:34]=O.[N:40]1[CH:45]=[CH:44][CH:43]=[C:42]([CH2:46][NH2:47])[CH:41]=1, predict the reaction product. The product is: [CH3:30][O:31][C:32]1[CH:39]=[CH:38][CH:37]=[CH:36][C:33]=1[CH2:34][NH:1][C:2]1[CH:11]=[C:10]([C:25]2[CH:24]=[CH:23][CH:22]=[CH:21][C:20]=2[CH3:15])[C:9]2[C:4](=[CH:5][CH:6]=[C:7]([NH:47][CH2:46][C:42]3[CH:41]=[N:40][CH:45]=[CH:44][CH:43]=3)[CH:8]=2)[N:3]=1. (2) Given the reactants C([N:9]1[CH2:22][CH2:21][C:20]2[C:19]3[C:14](=[CH:15][CH:16]=[C:17]4[O:26][CH2:25][CH:24]=[CH:23][C:18]4=3)[N:13](C)[C:12]=2[CH2:11][CH2:10]1)(=O)C1C=CC=CC=1.C(OCC#C)C#C, predict the reaction product. The product is: [CH:23]1[CH:24]=[CH:25][O:26][C:17]2[C:18]=1[C:19]1[C:14](=[CH:15][CH:16]=2)[NH:13][C:12]2=[CH:11][CH:10]=[N:9][CH:22]=[CH:21][C:20]=12.